Predict the product of the given reaction. From a dataset of Forward reaction prediction with 1.9M reactions from USPTO patents (1976-2016). (1) Given the reactants C[O:2][C:3]1[CH:8]=[C:7]([C:9]2[O:13][C:12]([C:14]3[CH:19]=[CH:18][C:17]([C:20]([CH3:23])([CH3:22])[CH3:21])=[CH:16][CH:15]=3)=[N:11][N:10]=2)[CH:6]=[CH:5][C:4]=1[C:24]1[O:28][C:27]([C:29]2[CH:34]=[CH:33][C:32]([C:35]([CH3:38])([CH3:37])[CH3:36])=[CH:31][CH:30]=2)=[N:26][N:25]=1.B(Br)(Br)Br.C(=O)([O-])[O-].[Na+].[Na+], predict the reaction product. The product is: [C:35]([C:32]1[CH:31]=[CH:30][C:29]([C:27]2[O:28][C:24]([C:4]3[CH:5]=[CH:6][C:7]([C:9]4[O:13][C:12]([C:14]5[CH:15]=[CH:16][C:17]([C:20]([CH3:23])([CH3:22])[CH3:21])=[CH:18][CH:19]=5)=[N:11][N:10]=4)=[CH:8][C:3]=3[OH:2])=[N:25][N:26]=2)=[CH:34][CH:33]=1)([CH3:38])([CH3:37])[CH3:36]. (2) Given the reactants [OH:1][C:2]1[C:19]([N+:20]([O-:22])=[O:21])=[CH:18][C:5]2[CH2:6][CH2:7][N:8]([C:11]([O:13][C:14]([CH3:17])([CH3:16])[CH3:15])=[O:12])[CH2:9][CH2:10][C:4]=2[C:3]=1[CH3:23].Br[CH2:25][C:26]([O:28][CH3:29])=[O:27].C(=O)([O-])[O-].[K+].[K+].O, predict the reaction product. The product is: [CH3:29][O:28][C:26](=[O:27])[CH2:25][O:1][C:2]1[C:19]([N+:20]([O-:22])=[O:21])=[CH:18][C:5]2[CH2:6][CH2:7][N:8]([C:11]([O:13][C:14]([CH3:16])([CH3:17])[CH3:15])=[O:12])[CH2:9][CH2:10][C:4]=2[C:3]=1[CH3:23]. (3) Given the reactants [C:1]([O:4][C:5]1[CH:13]=[C:12]([F:14])[CH:11]=[CH:10][C:6]=1[C:7](O)=[O:8])(=[O:3])[CH3:2].N1C=CC=CC=1.C(Cl)(=O)C([Cl:24])=O, predict the reaction product. The product is: [C:1]([O:4][C:5]1[CH:13]=[C:12]([F:14])[CH:11]=[CH:10][C:6]=1[C:7]([Cl:24])=[O:8])(=[O:3])[CH3:2].